This data is from Full USPTO retrosynthesis dataset with 1.9M reactions from patents (1976-2016). The task is: Predict the reactants needed to synthesize the given product. (1) Given the product [CH3:22][S:23]([O:12][CH2:11][CH:10]([N:8]([C:6]1[NH:5][C:4](=[O:14])[N:3]=[C:2]([Cl:1])[CH:7]=1)[CH3:9])[CH3:13])(=[O:25])=[O:24], predict the reactants needed to synthesize it. The reactants are: [Cl:1][C:2]1[CH:7]=[C:6]([N:8]([CH:10]([CH3:13])[CH2:11][OH:12])[CH3:9])[NH:5][C:4](=[O:14])[N:3]=1.C(N(CC)CC)C.[CH3:22][S:23](Cl)(=[O:25])=[O:24]. (2) Given the product [Cl:8][C:6]1[CH:7]=[C:2]([Cl:1])[N:3]=[C:4]([NH:9][C:10]2[C:11]([NH2:17])=[CH:12][CH:13]=[C:14]([F:16])[CH:15]=2)[N:5]=1, predict the reactants needed to synthesize it. The reactants are: [Cl:1][C:2]1[CH:7]=[C:6]([Cl:8])[N:5]=[C:4]([NH:9][C:10]2[CH:15]=[C:14]([F:16])[CH:13]=[CH:12][C:11]=2[N+:17]([O-])=O)[N:3]=1. (3) Given the product [Cl:26][C:21]1[CH:20]=[C:19]([CH:24]=[CH:23][C:22]=1[F:25])[O:46][C:43]1[CH:44]=[CH:45][C:40]([C:37]23[CH2:38][CH2:39][CH:34]([N:31]4[CH2:32][CH2:33][S:28](=[O:47])(=[O:27])[N:29]=[C:30]42)[CH2:35][CH2:36]3)=[CH:41][CH:42]=1, predict the reactants needed to synthesize it. The reactants are: N1C=CC=CC=1C(O)=O.P([O-])([O-])([O-])=O.[K+].[K+].[K+].Br[C:19]1[CH:24]=[CH:23][C:22]([F:25])=[C:21]([Cl:26])[CH:20]=1.[O:27]=[S:28]1(=[O:47])[CH2:33][CH2:32][N:31]2[CH:34]3[CH2:39][CH2:38][C:37]([C:40]4[CH:45]=[CH:44][C:43]([OH:46])=[CH:42][CH:41]=4)([C:30]2=[N:29]1)[CH2:36][CH2:35]3. (4) Given the product [CH2:14]([C:6]1[N:7]([CH2:41][C:40]2[CH:39]=[CH:38][C:37]([C:36]([F:35])([F:45])[F:46])=[CH:44][CH:43]=2)[C:8]2=[N:9][CH:10]=[CH:11][CH:12]=[C:13]2[C:5]=1[CH2:4][C:3]([OH:2])=[O:16])[CH3:15], predict the reactants needed to synthesize it. The reactants are: C[O:2][C:3](=[O:16])[CH2:4][C:5]1[C:13]2[C:8](=[N:9][CH:10]=[CH:11][CH:12]=2)[NH:7][C:6]=1[CH2:14][CH3:15].CCN(P1(N(C)CCCN1C)=NC(C)(C)C)CC.[F:35][C:36]([F:46])([F:45])[C:37]1[CH:44]=[CH:43][C:40]([CH2:41]Br)=[CH:39][CH:38]=1.O. (5) The reactants are: C(OC(=O)[NH:7][C:8]1[N:9]=[C:10]2[CH:15]=[CH:14][C:13]([I:16])=[N:12][N:11]2[CH:17]=1)(C)(C)C.Cl.C(OCC)(=O)C.C(OCC)C. Given the product [I:16][C:13]1[CH:14]=[CH:15][C:10]2[N:11]([CH:17]=[C:8]([NH2:7])[N:9]=2)[N:12]=1, predict the reactants needed to synthesize it.